This data is from Reaction yield outcomes from USPTO patents with 853,638 reactions. The task is: Predict the reaction yield, written as a fraction of the theoretical maximum amount of product (1.0 means a 100% yield; for example, 0.34 means a 34% yield). (1) The yield is 0.824. The reactants are [CH3:1][C:2]1[CH:3]([C:10]2[CH:15]=[CH:14][CH:13]=[CH:12][C:11]=2[CH:16]=[N:17][C:18]2[C:23]([CH:24]([CH3:26])[CH3:25])=[CH:22][CH:21]=[CH:20][C:19]=2[CH:27]([CH3:29])[CH3:28])[C:4]([CH3:9])=[C:5]([CH3:8])[C:6]=1[CH3:7].[BH4-].[Na+].O.C1(C)C=CC=CC=1. The catalyst is C(O)(=O)C. The product is [CH3:9][C:4]1[CH:3]([C:10]2[CH:15]=[CH:14][CH:13]=[CH:12][C:11]=2[CH2:16][NH:17][C:18]2[C:23]([CH:24]([CH3:25])[CH3:26])=[CH:22][CH:21]=[CH:20][C:19]=2[CH:27]([CH3:29])[CH3:28])[C:2]([CH3:1])=[C:6]([CH3:7])[C:5]=1[CH3:8]. (2) The reactants are [OH:1][CH2:2][CH2:3][NH:4][CH2:5][CH2:6][CH2:7][C:8]1[CH:15]=[CH:14][C:11]([C:12]#[N:13])=[CH:10][CH:9]=1.[NH2:16][C:17](N)=[O:18]. The catalyst is O. The product is [C:12]([C:11]1[CH:14]=[CH:15][C:8]([CH2:7][CH2:6][CH2:5][N:4]([CH2:3][CH2:2][OH:1])[C:17]([NH2:16])=[O:18])=[CH:9][CH:10]=1)#[N:13]. The yield is 0.720.